From a dataset of Reaction yield outcomes from USPTO patents with 853,638 reactions. Predict the reaction yield, written as a fraction of the theoretical maximum amount of product (1.0 means a 100% yield; for example, 0.34 means a 34% yield). (1) The reactants are [C:1]([O:5][C:6]([NH:8][CH2:9][C:10]1[CH:11]=[CH:12][C:13]([N+:19]([O-])=O)=[C:14]([CH:18]=1)[C:15]([OH:17])=[O:16])=[O:7])([CH3:4])([CH3:3])[CH3:2]. The catalyst is CO.CCOCC.[Pd]. The product is [NH2:19][C:13]1[CH:12]=[CH:11][C:10]([CH2:9][NH:8][C:6]([O:5][C:1]([CH3:4])([CH3:3])[CH3:2])=[O:7])=[CH:18][C:14]=1[C:15]([OH:17])=[O:16]. The yield is 0.490. (2) The reactants are N1C2C(=CC(O[C:11]3[C:20]4[C:15](=[CH:16][C:17](OCCCN5CCN(C(OC(C)(C)C)=O)CC5)=[C:18](OC)[CH:19]=4)[N:14]=[CH:13][N:12]=3)=CN=2)C=C1.FC(F)(F)C(O)=O. The catalyst is ClCCl. The product is [N:14]1[C:15]2[C:20](=[CH:19][CH:18]=[CH:17][CH:16]=2)[CH:11]=[N:12][CH:13]=1. The yield is 0.430. (3) The reactants are CS(C)=O.C(Cl)(=O)C(Cl)=O.[C:11]([C:15]1[CH:20]=[CH:19][C:18]([C:21]2[S:22][CH:23]=[C:24]([CH2:30][OH:31])[C:25]=2[O:26][CH2:27][O:28][CH3:29])=[CH:17][CH:16]=1)([CH3:14])([CH3:13])[CH3:12].C(N(CC)CC)C.[Cl-].[NH4+]. The catalyst is ClCCl. The product is [C:11]([C:15]1[CH:20]=[CH:19][C:18]([C:21]2[S:22][CH:23]=[C:24]([CH:30]=[O:31])[C:25]=2[O:26][CH2:27][O:28][CH3:29])=[CH:17][CH:16]=1)([CH3:14])([CH3:12])[CH3:13]. The yield is 0.680. (4) The reactants are [Cl:1][C:2]1[CH:3]=[N:4][N:5]([CH3:17])[C:6]=1[C:7]1[CH:8]=[C:9]([C:14]([OH:16])=O)[S:10][C:11]=1[O:12][CH3:13].[NH2:18][C@@H:19]([CH2:32][C:33]1[CH:38]=[CH:37][C:36]([F:39])=[CH:35][CH:34]=1)[CH2:20][N:21]1[C:29](=[O:30])[C:28]2[C:23](=[CH:24][CH:25]=[CH:26][CH:27]=2)[C:22]1=[O:31].CC(OC(N[C@H](C(O)=O)CC1C=CC=CC=1C(F)(F)F)=O)(C)C.C1CN([P+](Br)(N2CCCC2)N2CCCC2)CC1.F[P-](F)(F)(F)(F)F.CCN(C(C)C)C(C)C. The catalyst is C(Cl)(Cl)Cl. The product is [Cl:1][C:2]1[CH:3]=[N:4][N:5]([CH3:17])[C:6]=1[C:7]1[CH:8]=[C:9]([C:14]([NH:18][C@@H:19]([CH2:32][C:33]2[CH:34]=[CH:35][C:36]([F:39])=[CH:37][CH:38]=2)[CH2:20][N:21]2[C:29](=[O:30])[C:28]3[C:23](=[CH:24][CH:25]=[CH:26][CH:27]=3)[C:22]2=[O:31])=[O:16])[S:10][C:11]=1[O:12][CH3:13]. The yield is 0.560.